Regression. Given a peptide amino acid sequence and an MHC pseudo amino acid sequence, predict their binding affinity value. This is MHC class I binding data. From a dataset of Peptide-MHC class I binding affinity with 185,985 pairs from IEDB/IMGT. The peptide sequence is FGAQMGWPV. The MHC is HLA-A02:16 with pseudo-sequence HLA-A02:16. The binding affinity (normalized) is 0.820.